From a dataset of Reaction yield outcomes from USPTO patents with 853,638 reactions. Predict the reaction yield, written as a fraction of the theoretical maximum amount of product (1.0 means a 100% yield; for example, 0.34 means a 34% yield). (1) The yield is 0.940. The product is [S:36]([C:30]1[CH:35]=[CH:34][CH:33]=[CH:32][CH:31]=1)([OH:39])(=[O:38])=[O:37].[F:1][C:2]1[C:7]([CH3:8])=[CH:6][C:5]([NH:9][C:10]2[N:15]=[C:14]([NH:16][C:17]3[CH:18]=[CH:19][C:20]4[O:24][C:23](=[O:25])[NH:22][C:21]=4[CH:26]=3)[C:13]([CH3:27])=[CH:12][N:11]=2)=[CH:4][C:3]=1[O:28][CH3:29]. The reactants are [F:1][C:2]1[C:7]([CH3:8])=[CH:6][C:5]([NH:9][C:10]2[N:15]=[C:14]([NH:16][C:17]3[CH:18]=[CH:19][C:20]4[O:24][C:23](=[O:25])[NH:22][C:21]=4[CH:26]=3)[C:13]([CH3:27])=[CH:12][N:11]=2)=[CH:4][C:3]=1[O:28][CH3:29].[C:30]1([S:36]([OH:39])(=[O:38])=[O:37])[CH:35]=[CH:34][CH:33]=[CH:32][CH:31]=1. The catalyst is CO. (2) The reactants are Br[C:2]1[C:10]2[C:5](=[CH:6][CH:7]=C(C(N)=O)[CH:9]=2)[N:4](C2CCCCO2)[N:3]=1.[S:20]1[C:24](B(O)O)=[CH:23][C:22]2[CH:28]=[CH:29][CH:30]=[CH:31][C:21]1=2.ClCCl.P([O-])([O-])([O-])=[O:36].[K+].[K+].[K+].[CH3:43][O:44][CH2:45][CH2:46]OC. No catalyst specified. The product is [S:20]1[C:24]([C:2]2[C:10]3[C:5](=[CH:6][CH:7]=[C:46]([C:45]([O:44][CH3:43])=[O:36])[CH:9]=3)[NH:4][N:3]=2)=[CH:23][C:22]2[CH:28]=[CH:29][CH:30]=[CH:31][C:21]1=2. The yield is 0.260. (3) The reactants are Br[C:2]1[CH:3]=[C:4]([S:8]([N:11]2[C:15]([C:16]3[CH:21]=[CH:20][CH:19]=[CH:18][CH:17]=3)=[CH:14][C:13]([CH2:22][N:23](C)[C:24](=O)OC(C)(C)C)=[CH:12]2)(=[O:10])=[O:9])[CH:5]=[N:6][CH:7]=1.[CH3:32][N:33](C)C=O.C(OCC)(=O)C.[ClH:43]. The catalyst is C(O)C.[C-]#N.[Zn+2].[C-]#N. The product is [ClH:43].[CH3:24][NH:23][CH2:22][C:13]1[CH:14]=[C:15]([C:16]2[CH:21]=[CH:20][CH:19]=[CH:18][CH:17]=2)[N:11]([S:8]([C:4]2[CH:5]=[N:6][CH:7]=[C:2]([CH:3]=2)[C:32]#[N:33])(=[O:9])=[O:10])[CH:12]=1. The yield is 0.420. (4) The reactants are [Br:1]N1C(=O)CCC1=O.C1(P(C2C=CC=CC=2)C2C=CC=CC=2)C=CC=CC=1.O[CH2:29][CH2:30][O:31][CH2:32][C:33]1[CH:40]=[CH:39][C:36]([C:37]#[N:38])=[CH:35][CH:34]=1. The catalyst is C(Cl)Cl.[Al]. The product is [Br:1][CH2:29][CH2:30][O:31][CH2:32][C:33]1[CH:40]=[CH:39][C:36]([C:37]#[N:38])=[CH:35][CH:34]=1. The yield is 0.470. (5) The reactants are I[C:2]1[CH:23]=[CH:22][C:5]([C:6]([NH:8][S:9]([C:12]2[CH:17]=[CH:16][CH:15]=[CH:14][C:13]=2[S:18](=[O:21])(=[O:20])[NH2:19])(=[O:11])=[O:10])=[O:7])=[CH:4][CH:3]=1.[C:24]([C:26]1[CH:27]=[N:28][CH:29]=[CH:30][CH:31]=1)#[CH:25].C(N(CC)CC)C.Cl. The catalyst is CN(C)C=O.[Cu]I.C1C=CC([P]([Pd]([P](C2C=CC=CC=2)(C2C=CC=CC=2)C2C=CC=CC=2)([P](C2C=CC=CC=2)(C2C=CC=CC=2)C2C=CC=CC=2)[P](C2C=CC=CC=2)(C2C=CC=CC=2)C2C=CC=CC=2)(C2C=CC=CC=2)C2C=CC=CC=2)=CC=1.O. The product is [N:28]1[CH:29]=[CH:30][CH:31]=[C:26]([C:24]#[C:25][C:2]2[CH:23]=[CH:22][C:5]([C:6]([NH:8][S:9]([C:12]3[CH:17]=[CH:16][CH:15]=[CH:14][C:13]=3[S:18](=[O:21])(=[O:20])[NH2:19])(=[O:11])=[O:10])=[O:7])=[CH:4][CH:3]=2)[CH:27]=1. The yield is 0.330. (6) The reactants are [OH:1][N:2]=[C:3]([NH2:26])[CH2:4][N:5]1[C:13]2[C:8](=[CH:9][CH:10]=[CH:11][CH:12]=2)[C:7]2([C:17]3=[CH:18][C:19]4[O:23][CH2:22][O:21][C:20]=4[CH:24]=[C:16]3[O:15][CH2:14]2)[C:6]1=[O:25].C(N(C(C)C)CC)(C)C.[F:36][C:37]([F:48])([F:47])[C:38](O[C:38](=O)[C:37]([F:48])([F:47])[F:36])=O. The catalyst is ClCCl. The product is [F:36][C:37]([F:48])([F:47])[C:38]1[O:1][N:2]=[C:3]([CH2:4][N:5]2[C:13]3[C:8](=[CH:9][CH:10]=[CH:11][CH:12]=3)[C:7]3([C:17]4=[CH:18][C:19]5[O:23][CH2:22][O:21][C:20]=5[CH:24]=[C:16]4[O:15][CH2:14]3)[C:6]2=[O:25])[N:26]=1. The yield is 0.730. (7) The product is [CH2:1]([O:3][C:4]([C:5]1[CH:12]=[CH:11][NH:8][C:6]=1[NH2:7])=[O:9])[CH3:2]. The yield is 0.310. The catalyst is CCOC(C)=O. The reactants are [CH2:1]([O:3][C:4](=[O:9])[CH2:5][C:6](=[NH:8])[NH2:7])[CH3:2].Cl[CH2:11][CH:12]=O.